This data is from Forward reaction prediction with 1.9M reactions from USPTO patents (1976-2016). The task is: Predict the product of the given reaction. (1) Given the reactants [Br:1][C:2]1[CH:11]=[C:10]2[C:5]([N:6]=[CH:7][C:8]([N:12]3[CH2:17][CH2:16][C:15](=O)[CH2:14][CH2:13]3)=[N:9]2)=[CH:4][CH:3]=1.[CH3:19][S:20]([CH2:23][CH2:24][NH2:25])(=[O:22])=[O:21].C(O[BH-](OC(=O)C)OC(=O)C)(=O)C.[Na+].C(N(CC)CC)C, predict the reaction product. The product is: [Br:1][C:2]1[CH:11]=[C:10]2[C:5]([N:6]=[CH:7][C:8]([N:12]3[CH2:17][CH2:16][CH:15]([NH:25][CH2:24][CH2:23][S:20]([CH3:19])(=[O:22])=[O:21])[CH2:14][CH2:13]3)=[N:9]2)=[CH:4][CH:3]=1. (2) Given the reactants [CH3:1][O:2][C:3]([NH:5][C:6]1[CH:11]=[CH:10][C:9]([NH:12][CH2:13][C@H:14]2[CH2:19][CH2:18][CH2:17][CH2:16][N:15]2[C:20](OC(C)(C)C)=O)=[C:8]([N+:27]([O-:29])=[O:28])[CH:7]=1)=[O:4].Cl.CC(O)=O.C=O.O.[BH-](OC(C)=O)(OC(C)=O)OC(C)=O.[Na+], predict the reaction product. The product is: [CH3:20][N:15]1[CH2:16][CH2:17][CH2:18][CH2:19][C@@H:14]1[CH2:13][NH:12][C:9]1[CH:10]=[CH:11][C:6]([NH:5][C:3](=[O:4])[O:2][CH3:1])=[CH:7][C:8]=1[N+:27]([O-:29])=[O:28]. (3) Given the reactants [Na].C(OC=[C:6]([C:9]#[N:10])[C:7]#[N:8])C.Cl.[NH2:12][CH2:13][CH:14]([C:20]([O:22][CH2:23][CH3:24])=[O:21])C(OCC)=O, predict the reaction product. The product is: [NH2:12][C:13]1[C:6]([C:9]#[N:10])=[CH:7][NH:8][C:14]=1[C:20]([O:22][CH2:23][CH3:24])=[O:21]. (4) Given the reactants [CH3:1][O:2][CH2:3][CH2:4][O:5][C@@H:6]1[C:11]2[CH:12]=[CH:13][C:14]3[NH:15][C:16]([CH3:19])=[N:17][C:18]=3[C:10]=2[O:9][C@H:8]([C:20]2[CH:25]=[CH:24][CH:23]=[CH:22][CH:21]=2)[C@H:7]1[O:26]C(=O)C(C)(C)C.C(=O)([O-])[O-].[K+].[K+], predict the reaction product. The product is: [OH:26][C@H:7]1[C@H:6]([O:5][CH2:4][CH2:3][O:2][CH3:1])[C:11]2[CH:12]=[CH:13][C:14]3[NH:15][C:16]([CH3:19])=[N:17][C:18]=3[C:10]=2[O:9][C@@H:8]1[C:20]1[CH:25]=[CH:24][CH:23]=[CH:22][CH:21]=1. (5) Given the reactants CC1C=CC(S(O[CH2:12][N:13]2[CH:18]=[N:17][C:16]([N:19]3[CH2:24][CH2:23][N:22]([C:25]4[CH:30]=[CH:29][C:28]([F:31])=[CH:27][CH:26]=4)[CH2:21][CH2:20]3)=[N:15][C:14]2=[O:32])(=O)=O)=CC=1.N12CCCN=C1CCCCC2.[NH:44]1[C:52]2[C:47](=[CH:48][CH:49]=[CH:50][CH:51]=2)[CH:46]=[N:45]1, predict the reaction product. The product is: [N:44]1[N:45]([CH2:12][N:13]2[CH:18]=[N:17][C:16]([N:19]3[CH2:24][CH2:23][N:22]([C:25]4[CH:30]=[CH:29][C:28]([F:31])=[CH:27][CH:26]=4)[CH2:21][CH2:20]3)=[N:15][C:14]2=[O:32])[CH:46]=[C:47]2[C:52]=1[CH:51]=[CH:50][CH:49]=[CH:48]2. (6) The product is: [C:21]([O:20][C:18]([NH:1][C:2]1[CH:3]=[N:4][CH:5]=[CH:6][CH:7]=1)=[O:19])([CH3:24])([CH3:23])[CH3:22]. Given the reactants [NH2:1][C:2]1[CH:3]=[N:4][CH:5]=[CH:6][CH:7]=1.C[Si](C)(C)[N-][Si](C)(C)C.[Na+].[C:18](O[C:18]([O:20][C:21]([CH3:24])([CH3:23])[CH3:22])=[O:19])([O:20][C:21]([CH3:24])([CH3:23])[CH3:22])=[O:19], predict the reaction product.